The task is: Predict the product of the given reaction.. This data is from Forward reaction prediction with 1.9M reactions from USPTO patents (1976-2016). (1) Given the reactants [C:1]1([CH2:7][CH2:8][NH:9][C:10]([C:12]2[CH:17]=[CH:16][C:15]([N:18]3[C:22]([CH2:23][CH2:24][CH3:25])=[C:21]([C:26](O)=[O:27])[N:20]=[N:19]3)=[CH:14][CH:13]=2)=[O:11])[CH:6]=[CH:5][CH:4]=[CH:3][CH:2]=1.C1C=C[C:32]2N(O)N=[N:35][C:33]=2[CH:34]=1.C1(N)CC1.CCN=C=NCCCN(C)C.C(=O)([O-])[O-].[Na+].[Na+], predict the reaction product. The product is: [CH:33]1([NH:35][C:26]([C:21]2[N:20]=[N:19][N:18]([C:15]3[CH:14]=[CH:13][C:12]([C:10]([NH:9][CH2:8][CH2:7][C:1]4[CH:2]=[CH:3][CH:4]=[CH:5][CH:6]=4)=[O:11])=[CH:17][CH:16]=3)[C:22]=2[CH2:23][CH2:24][CH3:25])=[O:27])[CH2:34][CH2:32]1. (2) Given the reactants [NH2:1][C:2]1[N:6]([C@@H:7]2[O:19][C@H:18]([CH2:20][O:21]C(=O)C)[C@@H:13]([O:14]C(=O)C)[C@H:8]2[O:9]C(=O)C)[C:5]2[CH:25]=[CH:26][CH:27]=[CH:28][C:4]=2[N:3]=1.C([O:32][CH2:33][CH2:34][CH2:35][CH2:36][O:37][C:38]1[CH:39]=[C:40]([CH:43]=[C:44]([C:46]2[CH:51]=[CH:50][CH:49]=[CH:48][CH:47]=2)[CH:45]=1)[CH:41]=O)(=O)C.C(O[BH-](OC(=O)C)OC(=O)C)(=O)C.[Na+].O, predict the reaction product. The product is: [OH:32][CH2:33][CH2:34][CH2:35][CH2:36][O:37][C:38]1[CH:39]=[C:40]([CH:43]=[C:44]([C:46]2[CH:51]=[CH:50][CH:49]=[CH:48][CH:47]=2)[CH:45]=1)[CH2:41][NH:1][C:2]1[N:6]([C@@H:7]2[O:19][C@H:18]([CH2:20][OH:21])[C@@H:13]([OH:14])[C@H:8]2[OH:9])[C:5]2[CH:25]=[CH:26][CH:27]=[CH:28][C:4]=2[N:3]=1. (3) Given the reactants [OH:1][C:2]1[CH:3]=[C:4]([CH:7]=[CH:8][CH:9]=1)[CH:5]=O.[C:10]([OH:16])(=[O:15])[CH2:11]C(O)=O.C(O)(=O)C.[CH3:21][NH2:22], predict the reaction product. The product is: [OH:1][C:2]1[CH:3]=[C:4]([CH:5]([NH:22][CH3:21])[CH2:11][C:10]([OH:16])=[O:15])[CH:7]=[CH:8][CH:9]=1. (4) Given the reactants [CH2:1]([O:3]C([Sn](CCCC)(CCCC)CCCC)=C)[CH3:2].Br[C:20]1[CH:25]=[CH:24][C:23]([Cl:26])=[CH:22][N:21]=1.Cl.[OH-].[Na+], predict the reaction product. The product is: [Cl:26][C:23]1[CH:24]=[CH:25][C:20]([CH:1]([OH:3])[CH3:2])=[N:21][CH:22]=1. (5) Given the reactants [CH3:1][N:2]([CH3:13])[CH:3]([C:7]1[CH:12]=[CH:11][CH:10]=[CH:9][CH:8]=1)N(C)C.C([Cl:17])(=O)C, predict the reaction product. The product is: [Cl-:17].[CH:3](=[N+:2]([CH3:13])[CH3:1])[C:7]1[CH:12]=[CH:11][CH:10]=[CH:9][CH:8]=1. (6) Given the reactants [CH:1]1([CH2:4][N:5]2[C:9](=[O:10])[C:8]3=[CH:11][CH:12]=[CH:13][CH:14]=[C:7]3[C:6]2=[O:15])[CH2:3][CH2:2]1, predict the reaction product. The product is: [OH:10][CH:9]1[C:8]2[C:7](=[CH:14][CH:13]=[CH:12][CH:11]=2)[C:6](=[O:15])[N:5]1[CH2:4][CH:1]1[CH2:2][CH2:3]1. (7) Given the reactants [NH2:1][C@@H:2]([CH2:33][C:34]1[CH:39]=[CH:38][CH:37]=[CH:36][CH:35]=1)[C@@H:3]([OH:32])[CH2:4][C@@H:5]([NH:19][C:20]([C@@H:22]([NH:27][C:28](=[O:31])[O:29][CH3:30])[C:23]([CH3:26])([CH3:25])[CH3:24])=[O:21])[CH2:6][C:7]1[CH:12]=[CH:11][C:10]([C:13]2[CH:18]=[CH:17][CH:16]=[CH:15][N:14]=2)=[CH:9][CH:8]=1.[CH3:40][C:41]([CH3:64])([CH3:63])[C@H:42]([N:46]1[CH2:50][CH2:49][N:48]([CH2:51][C:52]2[N:56]([CH3:57])[C:55]3[CH:58]=[CH:59][CH:60]=[CH:61][C:54]=3[N:53]=2)[C:47]1=[O:62])[C:43](O)=[O:44].CCOP(ON1N=NC2C=CC=CC=2C1=O)(OCC)=O.C(N(CC)C(C)C)(C)C, predict the reaction product. The product is: [CH3:40][C:41]([CH3:64])([CH3:63])[C@H:42]([N:46]1[CH2:50][CH2:49][N:48]([CH2:51][C:52]2[N:56]([CH3:57])[C:55]3[CH:58]=[CH:59][CH:60]=[CH:61][C:54]=3[N:53]=2)[C:47]1=[O:62])[C:43]([NH:1][C@@H:2]([CH2:33][C:34]1[CH:35]=[CH:36][CH:37]=[CH:38][CH:39]=1)[C@@H:3]([OH:32])[CH2:4][C@@H:5]([NH:19][C:20]([C@@H:22]([NH:27][C:28](=[O:31])[O:29][CH3:30])[C:23]([CH3:26])([CH3:25])[CH3:24])=[O:21])[CH2:6][C:7]1[CH:12]=[CH:11][C:10]([C:13]2[CH:18]=[CH:17][CH:16]=[CH:15][N:14]=2)=[CH:9][CH:8]=1)=[O:44]. (8) The product is: [N+:18]([C:4]1[CH:5]=[CH:6][C:1]([C:7]2([C:11]#[N:12])[CH2:10][CH2:9][CH2:8]2)=[CH:2][CH:3]=1)([O-:20])=[O:19]. Given the reactants [C:1]1([C:7]2([C:11]#[N:12])[CH2:10][CH2:9][CH2:8]2)[CH:6]=[CH:5][CH:4]=[CH:3][CH:2]=1.OS(O)(=O)=O.[N+:18]([O-])([O-:20])=[O:19].[K+], predict the reaction product. (9) Given the reactants [C:25]1(P([C:25]2[CH:30]=[CH:29][CH:28]=[CH:27][CH:26]=2)CCCCP([C:25]2[CH:30]=[CH:29][CH:28]=[CH:27][CH:26]=2)[C:25]2[CH:30]=[CH:29][CH:28]=[CH:27][CH:26]=2)[CH:30]=[CH:29][CH:28]=[CH:27][CH:26]=1.C[Mg]Cl.C([N:37]1[C:41](=[O:42])[C:40](=[CH:43][C:44]2C=CC=CC=2)[NH:39][C:38]1=[S:50])C=C, predict the reaction product. The product is: [CH3:44][CH:43]([CH:40]1[NH:39][C:38](=[S:50])[NH:37][C:41]1=[O:42])[C:25]1[CH:26]=[CH:27][CH:28]=[CH:29][CH:30]=1. (10) Given the reactants [NH2:1][C:2]1[CH:14]=[C:13]([CH2:15][CH2:16][C:17]2[CH:22]=[CH:21][CH:20]=[CH:19][CH:18]=2)[CH:12]=[CH:11][C:3]=1[C:4]([O:6][C:7]([CH3:10])([CH3:9])[CH3:8])=[O:5].C(=O)([O-])[O-].[Cs+].[Cs+].Br[C:30]1[CH:31]=[C:32]([NH:36][C:37](=[O:39])[CH3:38])[CH:33]=[CH:34][CH:35]=1.C1(P(C2CCCCC2)C2C=CC=CC=2C2C(C(C)C)=CC(C(C)C)=CC=2C(C)C)CCCCC1, predict the reaction product. The product is: [C:37]([NH:36][C:32]1[CH:31]=[C:30]([NH:1][C:2]2[CH:14]=[C:13]([CH2:15][CH2:16][C:17]3[CH:18]=[CH:19][CH:20]=[CH:21][CH:22]=3)[CH:12]=[CH:11][C:3]=2[C:4]([O:6][C:7]([CH3:10])([CH3:9])[CH3:8])=[O:5])[CH:35]=[CH:34][CH:33]=1)(=[O:39])[CH3:38].